Task: Predict the product of the given reaction.. Dataset: Forward reaction prediction with 1.9M reactions from USPTO patents (1976-2016) (1) Given the reactants [O:1]=[C:2]1[CH2:6][CH2:5][CH2:4][CH:3]1[CH2:7][CH:8]([NH:13][C:14](=[O:22])[CH2:15][C:16]1[CH:21]=[CH:20][CH:19]=[CH:18][CH:17]=1)[C:9]([O:11]C)=[O:10].[OH-].[Na+].Cl, predict the reaction product. The product is: [O:1]=[C:2]1[CH2:6][CH2:5][CH2:4][CH:3]1[CH2:7][CH:8]([NH:13][C:14](=[O:22])[CH2:15][C:16]1[CH:17]=[CH:18][CH:19]=[CH:20][CH:21]=1)[C:9]([OH:11])=[O:10]. (2) Given the reactants [CH2:1]([NH2:4])[C:2]#[CH:3].[O:5]1[CH2:9][CH2:8][CH2:7][S:6]1(=[O:11])=[O:10], predict the reaction product. The product is: [CH2:1]([NH:4][CH2:9][CH2:8][CH2:7][S:6]([OH:11])(=[O:10])=[O:5])[C:2]#[CH:3]. (3) Given the reactants [NH2:1][CH2:2][C:3]1[CH:4]=[C:5]([CH:10]=[CH:11][C:12]=1[O:13][CH2:14][CH2:15][N:16]1[CH2:21][CH2:20][O:19][CH2:18][CH2:17]1)[C:6]([O:8][CH3:9])=[O:7].[CH3:22][S:23](Cl)(=[O:25])=[O:24], predict the reaction product. The product is: [CH3:22][S:23]([NH:1][CH2:2][C:3]1[CH:4]=[C:5]([CH:10]=[CH:11][C:12]=1[O:13][CH2:14][CH2:15][N:16]1[CH2:21][CH2:20][O:19][CH2:18][CH2:17]1)[C:6]([O:8][CH3:9])=[O:7])(=[O:25])=[O:24]. (4) Given the reactants Cl.[NH2:2][CH2:3][C:4]([O:6][CH2:7][CH3:8])=[O:5].C(N(CC)CC)C.S=[C:17]1[CH2:21][S:20][C:19](=[O:22])[NH:18]1, predict the reaction product. The product is: [O:22]=[C:19]1[N:18]=[C:17]([NH:2][CH2:3][C:4]([O:6][CH2:7][CH3:8])=[O:5])[CH2:21][S:20]1. (5) Given the reactants [O:1]=[C:2]([C:6]1[CH:11]=[CH:10][CH:9]=[CH:8][CH:7]=1)[CH2:3][C:4]#[N:5].[CH3:12][O:13][C:14]1[CH:20]=[CH:19][C:17]([NH2:18])=[CH:16][CH:15]=1.Cl, predict the reaction product. The product is: [CH3:12][O:13][C:14]1[CH:20]=[CH:19][C:17]([NH:18][C:4](=[NH:5])[CH2:3][C:2](=[O:1])[C:6]2[CH:7]=[CH:8][CH:9]=[CH:10][CH:11]=2)=[CH:16][CH:15]=1.